From a dataset of Forward reaction prediction with 1.9M reactions from USPTO patents (1976-2016). Predict the product of the given reaction. Given the reactants [CH:1]([C:3]1[CH:4]=[C:5]2[C:9](=[CH:10][CH:11]=1)[NH:8][C:7]([C:12]([NH2:14])=[O:13])=[C:6]2[S:15][C:16]1[CH:21]=[CH:20][CH:19]=[CH:18][CH:17]=1)=O.[OH:22][CH2:23][CH:24]1[CH2:28][CH2:27][CH2:26][NH:25]1, predict the reaction product. The product is: [OH:22][CH2:23][CH:24]1[CH2:28][CH2:27][CH2:26][N:25]1[CH2:1][C:3]1[CH:4]=[C:5]2[C:9](=[CH:10][CH:11]=1)[NH:8][C:7]([C:12]([NH2:14])=[O:13])=[C:6]2[S:15][C:16]1[CH:21]=[CH:20][CH:19]=[CH:18][CH:17]=1.